From a dataset of Peptide-MHC class II binding affinity with 134,281 pairs from IEDB. Regression. Given a peptide amino acid sequence and an MHC pseudo amino acid sequence, predict their binding affinity value. This is MHC class II binding data. (1) The peptide sequence is AFKVAITAANAAPAN. The MHC is HLA-DPA10103-DPB10301 with pseudo-sequence YAFFMFSGGAILNTLYLQFEYFDLEKVRVHLDVT. The binding affinity (normalized) is 0.935. (2) The peptide sequence is EKKYFAATQFEPLCA. The MHC is DRB1_0101 with pseudo-sequence DRB1_0101. The binding affinity (normalized) is 0.584. (3) The peptide sequence is AILRRRRRIAEPATC. The MHC is HLA-DPA10103-DPB10401 with pseudo-sequence HLA-DPA10103-DPB10401. The binding affinity (normalized) is 0.300. (4) The peptide sequence is AATNDHNVMESVTLD. The MHC is DRB1_0101 with pseudo-sequence DRB1_0101. The binding affinity (normalized) is 0.184. (5) The peptide sequence is GKAGCQTYKWETFLT. The MHC is HLA-DQA10401-DQB10402 with pseudo-sequence HLA-DQA10401-DQB10402. The binding affinity (normalized) is 0. (6) The peptide sequence is IFILLMLVTPSMAMR. The MHC is DRB1_0101 with pseudo-sequence DRB1_0101. The binding affinity (normalized) is 0.382. (7) The peptide sequence is KTKEGVLYVGSKTKK. The MHC is HLA-DQA10102-DQB10602 with pseudo-sequence HLA-DQA10102-DQB10602. The binding affinity (normalized) is 0.144. (8) The peptide sequence is DSYKFIPTLVAAVKQ. The MHC is HLA-DQA10501-DQB10201 with pseudo-sequence HLA-DQA10501-DQB10201. The binding affinity (normalized) is 0.367. (9) The peptide sequence is LECQVQTAVDFGNSY. The MHC is DRB1_0301 with pseudo-sequence DRB1_0301. The binding affinity (normalized) is 0.334. (10) The peptide sequence is SQFLELSWNLNGLQAY. The MHC is HLA-DQA10301-DQB10302 with pseudo-sequence HLA-DQA10301-DQB10302. The binding affinity (normalized) is 0.334.